From a dataset of Full USPTO retrosynthesis dataset with 1.9M reactions from patents (1976-2016). Predict the reactants needed to synthesize the given product. (1) Given the product [NH2:8][CH2:9][CH2:10][CH2:11][C:12]1[N:16]2[C:17]3[CH:41]=[CH:40][C:39]([Cl:42])=[CH:38][C:18]=3[CH:19]([C:28]3[CH:33]=[CH:32][CH:31]=[C:30]([O:34][CH3:35])[C:29]=3[O:36][CH3:37])[O:20][CH:21]([CH2:22][C:23]([OH:25])=[O:24])[C:15]2=[N:14][N:13]=1, predict the reactants needed to synthesize it. The reactants are: C(OC([NH:8][CH2:9][CH2:10][CH2:11][C:12]1[N:16]2[C:17]3[CH:41]=[CH:40][C:39]([Cl:42])=[CH:38][C:18]=3[CH:19]([C:28]3[CH:33]=[CH:32][CH:31]=[C:30]([O:34][CH3:35])[C:29]=3[O:36][CH3:37])[O:20][CH:21]([CH2:22][C:23]([O:25]CC)=[O:24])[C:15]2=[N:14][N:13]=1)=O)(C)(C)C.Cl. (2) Given the product [NH2:3][CH2:12][C:13]1[CH:14]=[C:15]([C:19]2[N:20]([CH3:30])[C:21]3[C:26]([C:27]=2[C:28]#[N:29])=[CH:25][CH:24]=[CH:23][CH:22]=3)[CH:16]=[N:17][CH:18]=1, predict the reactants needed to synthesize it. The reactants are: O=C1C2C(=CC=CC=2)C(=O)[N:3]1[CH2:12][C:13]1[CH:14]=[C:15]([C:19]2[N:20]([CH3:30])[C:21]3[C:26]([C:27]=2[C:28]#[N:29])=[CH:25][CH:24]=[CH:23][CH:22]=3)[CH:16]=[N:17][CH:18]=1.O.NN.ClCCl.